Dataset: Full USPTO retrosynthesis dataset with 1.9M reactions from patents (1976-2016). Task: Predict the reactants needed to synthesize the given product. (1) Given the product [C:1]([O:5][C:6](=[O:36])[NH:7][C:8]1([C:12]2[CH:17]=[CH:16][C:15]([C:18]3[C:27](=[N:28][O:29][CH3:37])[C:26]4[C:21](=[CH:22][CH:23]=[CH:24][CH:25]=4)[O:20][C:19]=3[C:30]3[CH:31]=[CH:32][CH:33]=[CH:34][CH:35]=3)=[CH:14][CH:13]=2)[CH2:11][CH2:10][CH2:9]1)([CH3:4])([CH3:2])[CH3:3], predict the reactants needed to synthesize it. The reactants are: [C:1]([O:5][C:6](=[O:36])[NH:7][C:8]1([C:12]2[CH:17]=[CH:16][C:15]([C:18]3[C:27](=[N:28][OH:29])[C:26]4[C:21](=[CH:22][CH:23]=[CH:24][CH:25]=4)[O:20][C:19]=3[C:30]3[CH:35]=[CH:34][CH:33]=[CH:32][CH:31]=3)=[CH:14][CH:13]=2)[CH2:11][CH2:10][CH2:9]1)([CH3:4])([CH3:3])[CH3:2].[C:37](=O)([O-])[O-].[K+].[K+].IC.C(=O)([O-])[O-].[Cs+].[Cs+]. (2) Given the product [Cl:1][C:2]1[C:3]([O:22][CH2:21][CH:18]2[CH2:20][CH2:19]2)=[CH:4][C:5]([C:8]([OH:10])=[O:9])=[N:6][CH:7]=1, predict the reactants needed to synthesize it. The reactants are: [Cl:1][C:2]1[C:3](I)=[CH:4][C:5]([C:8]([OH:10])=[O:9])=[N:6][CH:7]=1.CC(C)([O-])C.[K+].[CH:18]1([CH2:21][OH:22])[CH2:20][CH2:19]1.Cl. (3) Given the product [OH:10][CH2:9][C:2]1[O:3][CH:4]=[C:5]([O:8][CH2:20][CH2:21][CH3:22])[C:6](=[O:7])[CH:1]=1, predict the reactants needed to synthesize it. The reactants are: [CH:1]1[C:6](=[O:7])[C:5]([OH:8])=[CH:4][O:3][C:2]=1[CH2:9][OH:10].C(=O)([O-])[O-].[K+].[K+].[I-].[K+].Br[CH2:20][CH2:21][CH3:22]. (4) Given the product [C:29]([N:32]1[CH2:37][CH2:36][N:35]([CH2:2][C:3]2[CH:28]=[CH:27][C:6]([C:7]([NH:9][C:10]3[CH:15]=[CH:14][C:13]([Cl:16])=[C:12]([NH:17][C:18](=[O:26])[C:19]4[CH:24]=[CH:23][CH:22]=[C:21]([Cl:25])[CH:20]=4)[CH:11]=3)=[O:8])=[CH:5][N:4]=2)[CH2:34][CH2:33]1)(=[O:31])[CH3:30], predict the reactants needed to synthesize it. The reactants are: Br[CH2:2][C:3]1[CH:28]=[CH:27][C:6]([C:7]([NH:9][C:10]2[CH:15]=[CH:14][C:13]([Cl:16])=[C:12]([NH:17][C:18](=[O:26])[C:19]3[CH:24]=[CH:23][CH:22]=[C:21]([Cl:25])[CH:20]=3)[CH:11]=2)=[O:8])=[CH:5][N:4]=1.[C:29]([N:32]1[CH2:37][CH2:36][NH:35][CH2:34][CH2:33]1)(=[O:31])[CH3:30]. (5) The reactants are: [CH:1]([N:3]1[CH2:7]CC[CH2:4]1)=O.C[O:9][S:10]([O:13]C)(=O)=[O:11].[NH:15]1[CH2:19]CC[CH2:16]1.[C:20]1([CH3:26])[CH:25]=[CH:24][CH:23]=[CH:22][CH:21]=1. Given the product [C:20]1([CH3:26])[CH:25]=[CH:24][C:23]([S:10]([O-:13])(=[O:11])=[O:9])=[CH:22][CH:21]=1.[CH3:1][N:3]([CH3:7])[CH:4]=[N+:15]([CH3:19])[CH3:16], predict the reactants needed to synthesize it. (6) Given the product [C:5]1([C:3]2[N:4]=[C:21]([C:20]3[CH:24]=[CH:25][C:17]([O:16][CH3:15])=[CH:18][C:19]=3[OH:26])[O:1][N:2]=2)[C:14]2[C:9](=[CH:10][CH:11]=[CH:12][CH:13]=2)[CH:8]=[CH:7][N:6]=1, predict the reactants needed to synthesize it. The reactants are: [OH:1][NH:2][C:3]([C:5]1[C:14]2[C:9](=[CH:10][CH:11]=[CH:12][CH:13]=2)[CH:8]=[CH:7][N:6]=1)=[NH:4].[CH3:15][O:16][C:17]1[CH:18]=[C:19]([OH:26])[C:20](=[CH:24][CH:25]=1)[C:21](O)=O. (7) Given the product [Cl:11][C:12]1[CH:13]=[CH:14][C:15]([CH:18]([CH2:24][C:25]#[N:26])[C:19]([O:21][CH3:22])=[O:20])=[CH:16][CH:17]=1, predict the reactants needed to synthesize it. The reactants are: [Li+].C[Si]([N-][Si](C)(C)C)(C)C.[Cl:11][C:12]1[CH:17]=[CH:16][C:15]([CH2:18][C:19]([O:21][CH3:22])=[O:20])=[CH:14][CH:13]=1.Br[CH2:24][C:25]#[N:26]. (8) Given the product [Cl:1][C:2]1[CH:3]=[CH:4][C:5]2[N:11]3[C:14]([CH:16]4[CH2:17][CH2:18]4)=[N:13][N:12]=[C:10]3[C@@H:9]([CH2:19][C:20]([O:22][CH3:23])=[O:21])[S:8][C@H:7]([C:24]3[CH:29]=[CH:28][CH:27]=[C:26]([O:30][CH3:31])[C:25]=3[O:32][CH3:33])[C:6]=2[CH:34]=1, predict the reactants needed to synthesize it. The reactants are: [Cl:1][C:2]1[CH:3]=[CH:4][C:5]2[NH:11][C:10](=[N:12][NH:13][C:14]([CH:16]3[CH2:18][CH2:17]3)=O)[C@@H:9]([CH2:19][C:20]([O:22][CH3:23])=[O:21])[S:8][C@H:7]([C:24]3[CH:29]=[CH:28][CH:27]=[C:26]([O:30][CH3:31])[C:25]=3[O:32][CH3:33])[C:6]=2[CH:34]=1.